This data is from Catalyst prediction with 721,799 reactions and 888 catalyst types from USPTO. The task is: Predict which catalyst facilitates the given reaction. (1) Reactant: CN(C=O)C.CS([O:10][CH2:11][CH2:12][O:13][CH2:14][CH2:15][O:16][CH2:17][CH2:18]O)(=O)=O.[N-:20]=[N+:21]=[N-:22].[Na+]. Product: [N:20]([CH2:18][CH2:17][O:16][CH2:15][CH2:14][O:13][CH2:12][CH2:11][OH:10])=[N+:21]=[N-:22]. The catalyst class is: 33. (2) Reactant: [CH3:1][O:2][C:3]([C:5]1[C:13]([NH:14][C:15]2[CH:20]=[CH:19][CH:18]=[CH:17][C:16]=2[CH3:21])=[C:12]([F:22])[C:8]2[NH:9][CH:10]=[N:11][C:7]=2[CH:6]=1)=[O:4].CO.C1C(=O)N([I:32])C(=O)C1.S(O)(C1C=CC(C)=CC=1)(=O)=O.O. Product: [CH3:1][O:2][C:3]([C:5]1[C:13]([NH:14][C:15]2[CH:20]=[CH:19][C:18]([I:32])=[CH:17][C:16]=2[CH3:21])=[C:12]([F:22])[C:8]2[NH:9][CH:10]=[N:11][C:7]=2[CH:6]=1)=[O:4]. The catalyst class is: 76. (3) Reactant: [H-].[H-].[H-].[H-].[Li+].[Al+3].CCOCC.[Cl:12][C:13]1[CH:14]=[CH:15][C:16]([CH2:21][N:22]2[CH2:25][CH:24]([OH:26])[CH2:23]2)=[C:17]([CH:20]=1)[C:18]#[N:19]. Product: [Cl:12][C:13]1[CH:14]=[CH:15][C:16]([CH2:21][N:22]2[CH2:23][CH:24]([OH:26])[CH2:25]2)=[C:17]([CH:20]=1)[CH2:18][NH2:19]. The catalyst class is: 1. (4) Reactant: [CH3:1][C:2]1[NH:3][C:4]([CH3:22])=[C:5]([CH2:7][NH:8][CH:9]2[CH2:14][CH2:13][N:12]([C:15]([O:17][C:18]([CH3:21])([CH3:20])[CH3:19])=[O:16])[CH2:11][CH2:10]2)[N:6]=1.C1CCN2C(=NCCC2)CC1.[C:34](=O)([O-])[O-:35].[K+].[K+]. Product: [CH3:1][C:2]1[N:6]2[C:34](=[O:35])[N:8]([CH:9]3[CH2:14][CH2:13][N:12]([C:15]([O:17][C:18]([CH3:19])([CH3:21])[CH3:20])=[O:16])[CH2:11][CH2:10]3)[CH2:7][C:5]2=[C:4]([CH3:22])[N:3]=1. The catalyst class is: 4. (5) Reactant: [CH3:1][O:2][C:3](=[O:14])[CH2:4][CH2:5][C:6]1[CH:11]=[CH:10][C:9]([NH2:12])=[CH:8][C:7]=1[CH3:13].[CH:15]([C:18]1[N:19]=[C:20]([C:27]2[CH:32]=[CH:31][C:30]([C:33]([F:36])([F:35])[F:34])=[CH:29][CH:28]=2)[S:21][C:22]=1[CH:23]([CH3:26])[CH:24]=O)([CH3:17])[CH3:16].C(O)(=O)C.C(O[BH-](OC(=O)C)OC(=O)C)(=O)C.[Na+]. Product: [CH3:1][O:2][C:3](=[O:14])[CH2:4][CH2:5][C:6]1[CH:11]=[CH:10][C:9]([NH:12][CH2:26][CH:23]([C:22]2[S:21][C:20]([C:27]3[CH:32]=[CH:31][C:30]([C:33]([F:34])([F:35])[F:36])=[CH:29][CH:28]=3)=[N:19][C:18]=2[CH:15]([CH3:17])[CH3:16])[CH3:24])=[CH:8][C:7]=1[CH3:13]. The catalyst class is: 2. (6) Reactant: [CH2:1]([O:8][C:9]1[CH:10]=[CH:11][C:12]2[C:13]3[S:21][C:20]([CH2:22][CH2:23][CH3:24])=[N:19][C:14]=3[CH:15]=[N:16][C:17]=2[CH:18]=1)[C:2]1[CH:7]=[CH:6][CH:5]=[CH:4][CH:3]=1.ClC1C=C(C=CC=1)C(OO)=[O:30]. Product: [CH2:1]([O:8][C:9]1[CH:10]=[CH:11][C:12]2[C:13]3[S:21][C:20]([CH2:22][CH2:23][CH3:24])=[N:19][C:14]=3[CH:15]=[N+:16]([O-:30])[C:17]=2[CH:18]=1)[C:2]1[CH:3]=[CH:4][CH:5]=[CH:6][CH:7]=1. The catalyst class is: 4. (7) Reactant: [Cl:1][C:2]1[CH:7]=[CH:6][N:5]2[N:8]=[CH:9][CH:10]=[C:4]2[N:3]=1.[I:11]N1C(=O)CCC1=O.S([O-])([O-])(=O)=S.[Na+].[Na+].C(Cl)(Cl)Cl. Product: [Cl:1][C:2]1[CH:7]=[CH:6][N:5]2[N:8]=[CH:9][C:10]([I:11])=[C:4]2[N:3]=1. The catalyst class is: 9. (8) Reactant: Cl.[NH:2]1[CH2:5][CH2:4][CH2:3]1.C(O[BH-](OC(=O)C)OC(=O)C)(=O)C.[Na+].[CH3:20][NH:21][C:22]([N:24]1[C:32]2[C:27](=[CH:28][C:29]([O:33][C:34]3[CH:39]=[CH:38][N:37]=[C:36]([NH:40][C:41]([N:43]4[CH2:48][CH2:47][C:46](=O)[CH2:45][CH2:44]4)=[O:42])[CH:35]=3)=[CH:30][CH:31]=2)[CH:26]=[CH:25]1)=[O:23]. Product: [CH3:20][NH:21][C:22]([N:24]1[C:32]2[C:27](=[CH:28][C:29]([O:33][C:34]3[CH:39]=[CH:38][N:37]=[C:36]([NH:40][C:41]([N:43]4[CH2:48][CH2:47][CH:46]([N:2]5[CH2:5][CH2:4][CH2:3]5)[CH2:45][CH2:44]4)=[O:42])[CH:35]=3)=[CH:30][CH:31]=2)[CH:26]=[CH:25]1)=[O:23]. The catalyst class is: 4.